Dataset: Experimentally validated miRNA-target interactions with 360,000+ pairs, plus equal number of negative samples. Task: Binary Classification. Given a miRNA mature sequence and a target amino acid sequence, predict their likelihood of interaction. (1) The miRNA is hsa-miR-1231 with sequence GUGUCUGGGCGGACAGCUGC. The protein sequence of the target gene is MQSKRDCELWCERVNPENKAALEAWVRETGIRLVQVNGQRKYGGPPPGWVGSPPPAGSEVFIGRLPQDVYEHQLIPLFQRVGRLYEFRLMMTFSGLNRGFAYARYSSRRGAQAAIATLHNHPLRPSCPLLVCRSTEKCELSVDGLPPNLTRSALLLALQPLGPGLQEARLLPSPGPAPGQIALLKFSSHRAAAMAKKALVEGQSHLCGEQVAVEWLKPDLKQRLRQQLVGPFLRSPQPEGSQLALARDKLGFQGARATLQLLCQRMKLGSPVFLTKCLGIGPAGWHRFWYQVVIPGHPVP.... Result: 0 (no interaction). (2) The miRNA is hsa-miR-1537-3p with sequence AAAACCGUCUAGUUACAGUUGU. The protein sequence of the target gene is MLQGTCSVLLLWGILGAIQAQQQEVISPDTTERNNNCPEKTDCPIHVYFVLDTSESVTMQSPTDILLFHMKQFVPQFISQLQNEFYLDQVALSWRYGGLHFSDQVEVFSPPGSDRASFIKNLQGISSFRRGTFTDCALANMTEQIRQDRSKGTVHFAVVITDGHVTGSPCGGIKLQAERAREEGIRLFAVAPNQNLKEQGLRDIASTPHELYRNDYATMLPDSTEIDQDTINRIIKVMKHEAYGECYKVSCLEIPGPSGPKGYRGQKGAKGNMGEPGEPGQKGRQGDPGIEGPIGFPGPK.... Result: 0 (no interaction). (3) The miRNA is hsa-miR-143-5p with sequence GGUGCAGUGCUGCAUCUCUGGU. The protein sequence of the target gene is MAEFTSYKETASSRHLRFKLQSLSRRLDELEEATKNLQKAEDELLDLQDKVIQAEGSNSSMLAEIEVLRQRVLRIEGKDEEIKRAEDLCRLMKEKLEEEENLTRELKSEIERLQKRMAELEKLEEAFSRSKNDCTQLCLSLNEERNLTKKISSELEMLRVKVKELESSEDRLDKTEQSLASELEKLKSLTLSFVSERKYLNEKEKENEKLIKELTQKLEQNKKMNRDYTRNASNLERNDLRIEDGISSTLPSKESRRKGGLDYLKQVENETRNKSENEKNRNQEDNKVKDLNQEIEKLKT.... Result: 1 (interaction). (4) The miRNA is mmu-miR-501-5p with sequence AAUCCUUUGUCCCUGGGUGAAA. The protein sequence of the target gene is MSDMEDDFMCDDEEDYDLEYSEDSNSEPNVDLENQYYNSKALKEDDPKAALSSFQKVLELEGEKGEWGFKALKQMIKINFKLTNFPEMMNRYKQLLTYIRSAVTRNYSEKSINSILDYISTSKQMDLLQEFYETTLEALKDAKNDRLWFKTNTKLGKLYLEREEYGKLQKILRQLHQSCQTDDGEDDLKKGTQLLEIYALEIQMYTAQKNNKKLKALYEQSLHIKSAIPHPLIMGVIRECGGKMHLREGEFEKAHTDFFEAFKNYDESGSPRRTTCLKYLVLANMLMKSGINPFDSQEAK.... Result: 1 (interaction).